Dataset: Forward reaction prediction with 1.9M reactions from USPTO patents (1976-2016). Task: Predict the product of the given reaction. (1) Given the reactants [NH2:1][C:2]1[CH:7]=[CH:6][C:5]([N:8]2[CH:12]=[C:11]([CH:13]([NH:15][C:16]([C:18]3[S:19][C:20]([Cl:23])=[CH:21][CH:22]=3)=[O:17])[CH3:14])[N:10]=[CH:9]2)=[CH:4][CH:3]=1.Cl[CH2:25][CH2:26][O:27][CH2:28][C:29](Cl)=[O:30].C(=O)([O-])[O-].[Cs+].[Cs+], predict the reaction product. The product is: [O:30]=[C:29]1[CH2:28][O:27][CH2:26][CH2:25][N:1]1[C:2]1[CH:3]=[CH:4][C:5]([N:8]2[CH:12]=[C:11]([CH:13]([NH:15][C:16]([C:18]3[S:19][C:20]([Cl:23])=[CH:21][CH:22]=3)=[O:17])[CH3:14])[N:10]=[CH:9]2)=[CH:6][CH:7]=1. (2) Given the reactants [Br:1][C:2]1[CH:3]=[CH:4][C:5]([NH2:8])=[N:6][CH:7]=1.C(N(CC)CC)C.[C:16](O[C:16]([O:18][C:19]([CH3:22])([CH3:21])[CH3:20])=[O:17])([O:18][C:19]([CH3:22])([CH3:21])[CH3:20])=[O:17], predict the reaction product. The product is: [Br:1][C:2]1[CH:3]=[CH:4][C:5]([NH:8][C:16](=[O:17])[O:18][C:19]([CH3:22])([CH3:21])[CH3:20])=[N:6][CH:7]=1. (3) Given the reactants [Br:1][C:2]1[C:3](Cl)=[N:4][C:5]([NH:8][C:9]2[CH:10]=[CH:11][C:12]([S:15]([NH2:18])(=[O:17])=[O:16])=[N:13][CH:14]=2)=[N:6][CH:7]=1.[SH:20][CH:21]([CH2:25][CH3:26])[C:22](=[O:24])[CH3:23].C(N(CC)CC)C, predict the reaction product. The product is: [Br:1][C:2]1[C:3]([S:20][CH:21]([CH2:25][CH3:26])[C:22](=[O:24])[CH3:23])=[N:4][C:5]([NH:8][C:9]2[CH:10]=[CH:11][C:12]([S:15]([NH2:18])(=[O:17])=[O:16])=[N:13][CH:14]=2)=[N:6][CH:7]=1.